Dataset: Catalyst prediction with 721,799 reactions and 888 catalyst types from USPTO. Task: Predict which catalyst facilitates the given reaction. (1) Reactant: C(O[C:9](=O)[NH:10][C@@H:11]([C:30]1[CH:35]=[CH:34][CH:33]=[CH:32][CH:31]=1)[C:12]([N:14]1[CH2:18][CH2:17][C@H:16]([O:19][CH2:20][CH2:21][O:22][CH2:23][CH2:24][O:25][CH2:26][CH2:27][O:28][CH3:29])[CH2:15]1)=O)C1C=CC=CC=1.[H-].[H-].[H-].[H-].[Li+].[Al+3].C(=O)([O-])[O-].[Na+].[Na+]. Product: [CH3:29][O:28][CH2:27][CH2:26][O:25][CH2:24][CH2:23][O:22][CH2:21][CH2:20][O:19][C@H:16]1[CH2:17][CH2:18][N:14]([CH2:12][C@H:11]([C:30]2[CH:31]=[CH:32][CH:33]=[CH:34][CH:35]=2)[NH:10][CH3:9])[CH2:15]1. The catalyst class is: 1. (2) Reactant: [OH-].[Na+].C1COCC1.[Cl:8][C:9]1[CH:10]=[CH:11][C:12]([CH2:25][N:26]([C:28]2[CH:33]=[CH:32][C:31]([C:34]3[CH:39]=[CH:38][C:37]([Cl:40])=[CH:36][CH:35]=3)=[CH:30][CH:29]=2)[CH3:27])=[C:13]([C:15]2[CH:16]=[CH:17][C:18]([C:21]([O:23]C)=[O:22])=[N:19][CH:20]=2)[CH:14]=1. Product: [Cl:8][C:9]1[CH:10]=[CH:11][C:12]([CH2:25][N:26]([C:28]2[CH:33]=[CH:32][C:31]([C:34]3[CH:35]=[CH:36][C:37]([Cl:40])=[CH:38][CH:39]=3)=[CH:30][CH:29]=2)[CH3:27])=[C:13]([C:15]2[CH:16]=[CH:17][C:18]([C:21]([OH:23])=[O:22])=[N:19][CH:20]=2)[CH:14]=1. The catalyst class is: 5. (3) Reactant: [Cl:1][C:2]1[N:3]=[CH:4][C:5](I)=[C:6]2[C:10]([CH3:11])=[CH:9][N:8]([CH3:12])[C:7]=12.C([Mg]Cl)(C)C.[C:19](=[O:21])=[O:20]. Product: [Cl:1][C:2]1[C:7]2[N:8]([CH3:12])[CH:9]=[C:10]([CH3:11])[C:6]=2[C:5]([C:19]([OH:21])=[O:20])=[CH:4][N:3]=1. The catalyst class is: 54.